Predict the product of the given reaction. From a dataset of Forward reaction prediction with 1.9M reactions from USPTO patents (1976-2016). (1) Given the reactants [CH3:1][NH:2][C:3]1[N:8]=[C:7](Cl)[N:6]=[C:5]([Cl:10])[N:4]=1.[CH3:11][O:12][C:13]1[CH:14]=[C:15]([CH:17]=[C:18]([O:20][CH3:21])[CH:19]=1)[NH2:16].C(Cl)Cl.[K+].[Br-], predict the reaction product. The product is: [CH3:21][O:20][C:18]1[CH:17]=[C:15]([NH:16][C:7]2[N:8]=[C:3]([NH:2][CH3:1])[N:4]=[C:5]([Cl:10])[N:6]=2)[CH:14]=[C:13]([O:12][CH3:11])[CH:19]=1. (2) Given the reactants Br.[NH2:2][C:3]1[C:4]([OH:18])=[C:5]([C:9]2[CH:14]=[CH:13][CH:12]=[C:11]([C:15]([OH:17])=[O:16])[CH:10]=2)[CH:6]=[CH:7][CH:8]=1.[N:19]([O-])=O.[Na+].[CH2:23]1[C:31]2[C:26](=[CH:27][C:28]([N:32]3[C:36](=[O:37])[CH2:35][C:34]([CH3:38])=[N:33]3)=[CH:29][CH:30]=2)[CH2:25][CH2:24]1.[C:39](=[O:42])(O)[O-].[Na+], predict the reaction product. The product is: [OH:18][C:4]1[C:3]([NH:2]/[N:19]=[C:35]2/[C:34]([CH3:38])=[N:33][N:32]([C:28]3[CH:27]=[C:26]4[C:31](=[CH:30][CH:29]=3)[CH2:23][CH2:24][CH2:25]4)[C:36]/2=[O:37])=[CH:8][CH:7]=[CH:6][C:5]=1[C:9]1[CH:14]=[CH:13][CH:12]=[C:11]([C:15]([OH:17])=[O:16])[CH:10]=1.[OH:18][C:4]1[C:3]([NH:2]/[N:19]=[C:35]2\[C:34]([CH3:38])=[N:33][N:32]([C:28]3[CH:27]=[C:26]4[C:31](=[CH:30][CH:29]=3)[CH2:23][CH2:24][CH2:25]4)[C:36]\2=[C:39]=[O:42])=[CH:8][CH:7]=[CH:6][C:5]=1[C:9]1[CH:14]=[CH:13][CH:12]=[C:11]([C:15]([OH:17])=[O:16])[CH:10]=1.